Task: Predict the reactants needed to synthesize the given product.. Dataset: Full USPTO retrosynthesis dataset with 1.9M reactions from patents (1976-2016) (1) Given the product [Cl:1][C:2]1[CH:7]=[C:6]([Cl:8])[CH:5]=[CH:4][C:3]=1[C:9]1[N:10]([C:18]2[CH:19]=[CH:20][C:21]([O:24][CH2:25][CH2:26][CH2:27][F:28])=[CH:22][CH:23]=2)[C:11]([CH3:17])=[C:12]([C:14]([Cl:32])=[O:15])[N:13]=1, predict the reactants needed to synthesize it. The reactants are: [Cl:1][C:2]1[CH:7]=[C:6]([Cl:8])[CH:5]=[CH:4][C:3]=1[C:9]1[N:10]([C:18]2[CH:23]=[CH:22][C:21]([O:24][CH2:25][CH2:26][CH2:27][F:28])=[CH:20][CH:19]=2)[C:11]([CH3:17])=[C:12]([C:14](O)=[O:15])[N:13]=1.C(Cl)(=O)C([Cl:32])=O.CN(C=O)C. (2) The reactants are: C([O:4][CH:5]1[CH2:10][CH2:9][CH:8]([NH:11][C:12]([O:14][C:15]([CH3:18])([CH3:17])[CH3:16])=[O:13])[CH2:7][CH2:6]1)(=O)C.C(=O)([O-])[O-].[K+].[K+]. Given the product [OH:4][CH:5]1[CH2:10][CH2:9][CH:8]([NH:11][C:12](=[O:13])[O:14][C:15]([CH3:17])([CH3:16])[CH3:18])[CH2:7][CH2:6]1, predict the reactants needed to synthesize it.